Dataset: Reaction yield outcomes from USPTO patents with 853,638 reactions. Task: Predict the reaction yield, written as a fraction of the theoretical maximum amount of product (1.0 means a 100% yield; for example, 0.34 means a 34% yield). The reactants are Br[CH2:2][CH2:3][CH2:4][C:5]1[C:13]2[C:8](=[CH:9][CH:10]=[C:11]([F:14])[CH:12]=2)[NH:7][CH:6]=1.[N-:15]=[N+:16]=[N-:17].[Na+].O. The catalyst is CN(C)C=O. The product is [N:15]([CH2:2][CH2:3][CH2:4][C:5]1[C:13]2[C:8](=[CH:9][CH:10]=[C:11]([F:14])[CH:12]=2)[NH:7][CH:6]=1)=[N+:16]=[N-:17]. The yield is 0.910.